From a dataset of Full USPTO retrosynthesis dataset with 1.9M reactions from patents (1976-2016). Predict the reactants needed to synthesize the given product. (1) Given the product [CH3:1][CH:2]1[N:7]2[C:8]3[CH:9]=[C:10]([C:15]([OH:17])=[O:16])[CH:11]=[CH:12][C:13]=3[CH:14]=[C:6]2[C:5](=[O:20])[NH:4][CH2:3]1, predict the reactants needed to synthesize it. The reactants are: [CH3:1][CH:2]1[N:7]2[C:8]3[CH:9]=[C:10]([C:15]([O:17]CC)=[O:16])[CH:11]=[CH:12][C:13]=3[CH:14]=[C:6]2[C:5](=[O:20])[NH:4][CH2:3]1.[OH-].[Na+]. (2) Given the product [CH2:17]([O:16][C:14]([C:3]1[C:4]2[C:9](=[CH:8][CH:7]=[CH:6][CH:5]=2)[C:10]([O:13][CH3:31])=[C:11]([I:12])[C:2]=1[O:29][CH3:30])=[O:15])[C:18]1[CH:23]=[CH:22][CH:21]=[CH:20][CH:19]=1, predict the reactants needed to synthesize it. The reactants are: O[C:2]1[C:11]([I:12])=[C:10]([OH:13])[C:9]2[C:4](=[CH:5][CH:6]=[CH:7][CH:8]=2)[C:3]=1[C:14]([O:16][CH2:17][C:18]1[CH:23]=[CH:22][CH:21]=[CH:20][CH:19]=1)=[O:15].S([O:29][CH3:30])(OC)(=O)=O.[C:31](=O)([O-])[O-].[K+].[K+].